Dataset: Full USPTO retrosynthesis dataset with 1.9M reactions from patents (1976-2016). Task: Predict the reactants needed to synthesize the given product. (1) Given the product [CH3:56][O:55][CH2:54][CH2:53][O:52][CH2:51][CH2:50][O:49][CH2:48][CH2:47][O:46][CH2:45][CH2:44][O:43][CH2:42][CH2:41][O:40][CH2:39][CH2:38][O:37][CH2:36][CH2:35][O:34][C:28]1[CH:27]=[C:26]([NH:25][C:21]2[N:20]=[C:19]([O:18][C:11]3[C:12]4[C:17](=[CH:16][CH:15]=[CH:14][CH:13]=4)[C:8]([NH2:7])=[CH:9][CH:10]=3)[CH:24]=[CH:23][N:22]=2)[CH:31]=[C:30]([O:32][CH3:33])[CH:29]=1, predict the reactants needed to synthesize it. The reactants are: C(OC(=O)[NH:7][C:8]1[C:17]2[C:12](=[CH:13][CH:14]=[CH:15][CH:16]=2)[C:11]([O:18][C:19]2[CH:24]=[CH:23][N:22]=[C:21]([NH:25][C:26]3[CH:31]=[C:30]([O:32][CH3:33])[CH:29]=[C:28]([O:34][CH2:35][CH2:36][O:37][CH2:38][CH2:39][O:40][CH2:41][CH2:42][O:43][CH2:44][CH2:45][O:46][CH2:47][CH2:48][O:49][CH2:50][CH2:51][O:52][CH2:53][CH2:54][O:55][CH3:56])[CH:27]=3)[N:20]=2)=[CH:10][CH:9]=1)(C)(C)C.C(O)(C(F)(F)F)=O. (2) Given the product [CH3:11][O:10][C:1](=[O:9])[C:2]1[CH:8]=[CH:7][CH:6]=[CH:5][C:3]=1[O:4][CH2:24][CH2:25][Cl:26], predict the reactants needed to synthesize it. The reactants are: [C:1]([O:10][CH3:11])(=[O:9])[C:2]1[C:3](=[CH:5][CH:6]=[CH:7][CH:8]=1)[OH:4].C(C(C)=O)C.C(=O)([O-])[O-].[K+].[K+].Br[CH2:24][CH2:25][Cl:26]. (3) Given the product [CH3:14][C:15]1[CH:20]=[CH:19][C:18]([S:21]([O:7][CH2:6][CH2:5][O:4][CH:2]([CH3:3])[CH3:1])(=[O:23])=[O:22])=[CH:17][CH:16]=1, predict the reactants needed to synthesize it. The reactants are: [CH3:1][CH:2]([O:4][CH2:5][CH2:6][OH:7])[CH3:3].N1C=CC=CC=1.[CH3:14][C:15]1[CH:20]=[CH:19][C:18]([S:21](Cl)(=[O:23])=[O:22])=[CH:17][CH:16]=1. (4) Given the product [NH2:1][C:2](=[O:43])[CH:3]([C:5]1[CH:10]=[CH:9][CH:8]=[CH:7][C:6]=1[CH2:11][CH2:12][C:13]1[C:18]([C:19]([F:22])([F:21])[F:20])=[CH:17][N:16]=[C:15]([NH:23][C:24]2[CH:25]=[CH:26][C:27]([CH:30]3[CH2:31][CH2:32][N:33]([C:36]([O:38][C:39]([CH3:41])([CH3:42])[CH3:40])=[O:37])[CH2:34][CH2:35]3)=[N:28][CH:29]=2)[N:14]=1)[CH3:4], predict the reactants needed to synthesize it. The reactants are: [NH2:1][C:2](=[O:43])[CH:3]([C:5]1[CH:10]=[CH:9][CH:8]=[CH:7][C:6]=1[C:11]#[C:12][C:13]1[C:18]([C:19]([F:22])([F:21])[F:20])=[CH:17][N:16]=[C:15]([NH:23][C:24]2[CH:25]=[CH:26][C:27]([CH:30]3[CH2:35][CH2:34][N:33]([C:36]([O:38][C:39]([CH3:42])([CH3:41])[CH3:40])=[O:37])[CH2:32][CH2:31]3)=[N:28][CH:29]=2)[N:14]=1)[CH3:4]. (5) The reactants are: CC(OI1(OC(C)=O)(OC(C)=O)OC(=O)C2C=CC=CC1=2)=O.[Cl:23][C:24]1[CH:25]=[CH:26][C:27]([O:47][CH2:48][C:49]2[CH:54]=[CH:53][CH:52]=[CH:51][CH:50]=2)=[C:28]([CH2:30][C:31]2[S:32][CH:33]=[C:34]([C:36]([NH:38][C:39]3[CH:44]=[CH:43][C:42]([CH2:45][OH:46])=[CH:41][CH:40]=3)=[O:37])[N:35]=2)[CH:29]=1.O. Given the product [Cl:23][C:24]1[CH:25]=[CH:26][C:27]([O:47][CH2:48][C:49]2[CH:50]=[CH:51][CH:52]=[CH:53][CH:54]=2)=[C:28]([CH2:30][C:31]2[S:32][CH:33]=[C:34]([C:36]([NH:38][C:39]3[CH:44]=[CH:43][C:42]([CH:45]=[O:46])=[CH:41][CH:40]=3)=[O:37])[N:35]=2)[CH:29]=1, predict the reactants needed to synthesize it. (6) Given the product [O:71]1[C:76]2([CH2:81][CH2:80][N:79]([C:54]3[CH:55]=[C:56]4[C:65](=[CH:66][CH:67]=3)[C:64](=[O:68])[C:63]3[CH2:62][CH2:61][CH:60]([CH2:69][CH3:70])[CH2:59][C:58]=3[S:57]4)[CH2:78][CH2:77]2)[O:75][CH2:74][CH2:73][CH2:72]1, predict the reactants needed to synthesize it. The reactants are: C1(P(C2C=CC=CC=2)C2(P(C3C=CC=CC=3)C3C=CC=CC=3)CC=C3C(C=CC=C3)=C2C2C3C(=CC=CC=3)C=CC=2)C=CC=CC=1.CC(C)([O-])C.[Na+].Br[C:54]1[CH:55]=[C:56]2[C:65](=[CH:66][CH:67]=1)[C:64](=[O:68])[C:63]1[CH2:62][CH2:61][CH:60]([CH2:69][CH3:70])[CH2:59][C:58]=1[S:57]2.[O:71]1[C:76]2([CH2:81][CH2:80][NH:79][CH2:78][CH2:77]2)[O:75][CH2:74][CH2:73][CH2:72]1. (7) The reactants are: [F:1][C:2]([F:19])([F:18])[CH:3]([CH:12]1[CH2:17][CH2:16][NH:15][CH2:14][CH2:13]1)[O:4][Si:5]([CH2:10][CH3:11])([CH2:8][CH3:9])[CH2:6][CH3:7].C(N(CC)CC)C.[CH3:27][S:28](Cl)(=[O:30])=[O:29].O. Given the product [CH3:27][S:28]([N:15]1[CH2:16][CH2:17][CH:12]([CH:3]([O:4][Si:5]([CH2:8][CH3:9])([CH2:6][CH3:7])[CH2:10][CH3:11])[C:2]([F:18])([F:1])[F:19])[CH2:13][CH2:14]1)(=[O:30])=[O:29], predict the reactants needed to synthesize it.